Dataset: Full USPTO retrosynthesis dataset with 1.9M reactions from patents (1976-2016). Task: Predict the reactants needed to synthesize the given product. (1) Given the product [CH3:19][S:20]([O:1][CH2:2][C@H:3]1[CH2:8][CH2:7][C@H:6]([NH:9][C:10]([O:11][C:12]([CH3:13])([CH3:14])[CH3:15])=[O:16])[CH2:5][C@@H:4]1[O:17][CH3:18])(=[O:22])=[O:21], predict the reactants needed to synthesize it. The reactants are: [OH:1][CH2:2][C@H:3]1[CH2:8][CH2:7][C@H:6]([NH:9][C:10](=[O:16])[O:11][C:12]([CH3:15])([CH3:14])[CH3:13])[CH2:5][C@@H:4]1[O:17][CH3:18].[CH3:19][S:20](Cl)(=[O:22])=[O:21]. (2) Given the product [CH3:15][N:16]([CH3:17])[C:11]([C:6]1[NH:7][C:8]2[C:4]([CH:5]=1)=[CH:3][C:2]([Br:1])=[CH:10][CH:9]=2)=[O:13], predict the reactants needed to synthesize it. The reactants are: [Br:1][C:2]1[CH:3]=[C:4]2[C:8](=[CH:9][CH:10]=1)[NH:7][C:6]([C:11]([OH:13])=O)=[CH:5]2.C[CH2:15][N:16]=[C:17]=NCCCN(C)C.C1C=CC2N(O)N=NC=2C=1.CNC. (3) Given the product [S:5]([O-:9])([O-:8])(=[O:7])=[O:6].[Ba+2:2].[S:5]([O-:9])([O-:8])(=[O:7])=[O:6].[Sr+2:4].[SH2:1], predict the reactants needed to synthesize it. The reactants are: [S-2:1].[Ba+2:2].[S-2].[Sr+2:4].[S:5](=[O:9])(=[O:8])([OH:7])[OH:6]. (4) Given the product [Cl:57][C:55]1[CH:54]=[CH:53][C:52]([F:58])=[C:51]([C:48]2[CH:47]=[CH:46][C:45]([CH2:44][C@@H:35]([NH:34][C:7]([C:4]3[O:3][C:2](=[O:1])[NH:6][CH:5]=3)=[O:9])[CH2:36][C@:37]([CH2:42][OH:43])([CH3:41])[C:38]([OH:40])=[O:39])=[CH:50][CH:49]=2)[CH:56]=1, predict the reactants needed to synthesize it. The reactants are: [O:1]=[C:2]1[NH:6][CH:5]=[C:4]([C:7]([OH:9])=O)[O:3]1.CN(C(ON1N=NC2C=CC=NC1=2)=[N+](C)C)C.F[P-](F)(F)(F)(F)F.[NH2:34][C@H:35]([CH2:44][C:45]1[CH:50]=[CH:49][C:48]([C:51]2[CH:56]=[C:55]([Cl:57])[CH:54]=[CH:53][C:52]=2[F:58])=[CH:47][CH:46]=1)[CH2:36][C@:37]([CH2:42][OH:43])([CH3:41])[C:38]([OH:40])=[O:39].CCN(C(C)C)C(C)C.